Binary Classification. Given a drug SMILES string, predict its activity (active/inactive) in a high-throughput screening assay against a specified biological target. From a dataset of HIV replication inhibition screening data with 41,000+ compounds from the AIDS Antiviral Screen. (1) The drug is Cc1cc(=O)cc2sc3c(C)cccc3nc1-2. The result is 0 (inactive). (2) The compound is CC1CC(c2ccc(Cl)c(Cl)c2)=Nc2ccccc2S1. The result is 0 (inactive). (3) The drug is CC(=O)OCC(=O)C1(O)CCC2C3CC(C)C4=CC(=O)C=CC4(C)C3(F)C(O)CC21C. The result is 0 (inactive). (4) The compound is O=c1cc(Cl)c(=O)n(-c2ccccc2)[nH]1. The result is 0 (inactive). (5) The molecule is CC(=O)SC(C[N+](=O)[O-])c1ccc2c(c1)OCO2. The result is 0 (inactive). (6) The drug is O=C(Nc1cccc(C(F)(F)F)c1)C(=O)C(C(=O)c1ccc2ccccc2c1)C1OC(=O)c2ccccc21. The result is 0 (inactive). (7) The drug is Cc1cc(C)n2nc3c4ccsc4ncc3c2n1. The result is 0 (inactive).